From a dataset of Forward reaction prediction with 1.9M reactions from USPTO patents (1976-2016). Predict the product of the given reaction. (1) Given the reactants [NH2:1][CH2:2][C:3]1([C:16](=[O:25])[NH:17][C:18]2[CH:23]=[CH:22][C:21]([CH3:24])=[CH:20][N:19]=2)[CH2:8][CH2:7][N:6]([C:9]([O:11][C:12]([CH3:15])([CH3:14])[CH3:13])=[O:10])[CH2:5][CH2:4]1.[C:26](=N)([C:33]1[CH:38]=[CH:37][CH:36]=[CH:35][CH:34]=1)[C:27]1[CH:32]=[CH:31][CH:30]=[CH:29][CH:28]=1.C1(C)C=CC(S(O)(=O)=O)=CC=1, predict the reaction product. The product is: [C:27]1([C:26](=[N:1][CH2:2][C:3]2([C:16](=[O:25])[NH:17][C:18]3[CH:23]=[CH:22][C:21]([CH3:24])=[CH:20][N:19]=3)[CH2:8][CH2:7][N:6]([C:9]([O:11][C:12]([CH3:14])([CH3:13])[CH3:15])=[O:10])[CH2:5][CH2:4]2)[C:33]2[CH:34]=[CH:35][CH:36]=[CH:37][CH:38]=2)[CH:32]=[CH:31][CH:30]=[CH:29][CH:28]=1. (2) Given the reactants [C:1]([O:5][C:6]([N:8]1[CH2:15][CH2:14][CH2:13][C@H:9]1[C:10]([OH:12])=[O:11])=[O:7])([CH3:4])([CH3:3])[CH3:2].CCN(C(C)C)C(C)C.Br[CH2:26][C:27]([C:29]1[CH:34]=[CH:33][C:32]([Cl:35])=[CH:31][CH:30]=1)=[O:28], predict the reaction product. The product is: [N:8]1([C:6]([O:5][C:1]([CH3:4])([CH3:2])[CH3:3])=[O:7])[CH2:15][CH2:14][CH2:13][C@H:9]1[C:10]([O:12][CH2:26][C:27]([C:29]1[CH:34]=[CH:33][C:32]([Cl:35])=[CH:31][CH:30]=1)=[O:28])=[O:11]. (3) Given the reactants [Si:1]([O:8][C@H:9]([C:38]1[CH:39]=[N:40][C:41]([Cl:44])=[CH:42][CH:43]=1)[C@H:10]([NH:25]C(OCC1C=CC(OC)=CC=1)=O)[CH2:11][CH2:12][C:13]#[C:14][C:15]1[CH:24]=[CH:23][C:18]([C:19]([O:21][CH3:22])=[O:20])=[CH:17][CH:16]=1)([C:4]([CH3:7])([CH3:6])[CH3:5])([CH3:3])[CH3:2].C(N(CC)CC)C, predict the reaction product. The product is: [NH2:25][C@@H:10]([C@H:9]([O:8][Si:1]([C:4]([CH3:7])([CH3:6])[CH3:5])([CH3:3])[CH3:2])[C:38]1[CH:39]=[N:40][C:41]([Cl:44])=[CH:42][CH:43]=1)[CH2:11][CH2:12][C:13]#[C:14][C:15]1[CH:24]=[CH:23][C:18]([C:19]([O:21][CH3:22])=[O:20])=[CH:17][CH:16]=1.